This data is from Full USPTO retrosynthesis dataset with 1.9M reactions from patents (1976-2016). The task is: Predict the reactants needed to synthesize the given product. (1) Given the product [CH3:24][O:25][C:26](=[O:37])[C:27]1[CH:32]=[CH:31][C:30]([CH2:33][O:23][C:4]2[CH:5]=[CH:6][C:7]([CH:8]([CH3:22])[C:9]([OH:21])([C:14]3[CH:19]=[CH:18][N:17]=[C:16]([CH3:20])[CH:15]=3)[C:10]([F:13])([F:11])[F:12])=[C:2]([Cl:1])[CH:3]=2)=[C:29]([O:35][CH3:36])[CH:28]=1, predict the reactants needed to synthesize it. The reactants are: [Cl:1][C:2]1[CH:3]=[C:4]([OH:23])[CH:5]=[CH:6][C:7]=1[CH:8]([CH3:22])[C:9]([OH:21])([C:14]1[CH:19]=[CH:18][N:17]=[C:16]([CH3:20])[CH:15]=1)[C:10]([F:13])([F:12])[F:11].[CH3:24][O:25][C:26](=[O:37])[C:27]1[CH:32]=[CH:31][C:30]([CH2:33]Br)=[C:29]([O:35][CH3:36])[CH:28]=1. (2) Given the product [C:22]([C:1]1[CH:2]=[CH:3][C:4]([C:7]2[CH:8]=[CH:9][N:10]=[CH:11][CH:12]=2)=[CH:5][CH:6]=1)([OH:23])=[O:25], predict the reactants needed to synthesize it. The reactants are: [C:1]1(C)[CH:6]=[CH:5][C:4]([CH:7]2[CH:12]=[CH:11][N:10](C(=O)C(C)(C)C)[CH2:9][CH2:8]2)=[CH:3][CH:2]=1.[Br-].[Na+].[C:22](=[O:25])(O)[O-:23].[Na+]. (3) Given the product [CH2:27]([O:26][C:23]1[CH:22]=[CH:21][C:20]([CH2:19][N:14]2[CH:13]=[C:12]3[N:17]=[C:9]([C:3]4[CH:4]=[CH:5][CH:6]=[C:7]([F:8])[C:2]=4[F:1])[N:10]=[C:11]3[CH:16]=[N:15]2)=[CH:25][CH:24]=1)[C:28]1[CH:29]=[CH:30][CH:31]=[CH:32][CH:33]=1, predict the reactants needed to synthesize it. The reactants are: [F:1][C:2]1[C:7]([F:8])=[CH:6][CH:5]=[CH:4][C:3]=1[C:9]1[N:17]=[C:12]2[CH:13]=[N:14][NH:15][CH:16]=[C:11]2[N:10]=1.Cl[CH2:19][C:20]1[CH:25]=[CH:24][C:23]([O:26][CH2:27][C:28]2[CH:33]=[CH:32][CH:31]=[CH:30][CH:29]=2)=[CH:22][CH:21]=1.